Task: Predict the product of the given reaction.. Dataset: Forward reaction prediction with 1.9M reactions from USPTO patents (1976-2016) (1) Given the reactants [Cl:1][C:2]1[CH:3]=[C:4]([N:11]([S:15]([C:18]2[CH:23]=[CH:22][C:21]([Cl:24])=[C:20]([C:25]([F:28])([F:27])[F:26])[CH:19]=2)(=[O:17])=[O:16])[CH2:12][O:13][CH3:14])[C:5]([C:8]([OH:10])=O)=[N:6][CH:7]=1.C(Cl)(=O)C(Cl)=O.C(N(CC)CC)C.[CH3:42][N:43]([C:50]1[CH:55]=[CH:54][C:53]([F:56])=[CH:52][CH:51]=1)C1C=CC=CC=1, predict the reaction product. The product is: [CH3:42][N:43]([C:50]1[CH:55]=[CH:54][C:53]([F:56])=[CH:52][CH:51]=1)[C:8]([C:5]1[C:4]([N:11]([S:15]([C:18]2[CH:23]=[CH:22][C:21]([Cl:24])=[C:20]([C:25]([F:27])([F:28])[F:26])[CH:19]=2)(=[O:17])=[O:16])[CH2:12][O:13][CH3:14])=[CH:3][C:2]([Cl:1])=[CH:7][N:6]=1)=[O:10]. (2) Given the reactants Cl.[Br:2][C:3]1[CH:4]=[C:5]([C@H:9]([NH2:11])[CH3:10])[CH:6]=[N:7][CH:8]=1.C(N(CC)CC)C.[CH2:19]([S:21](Cl)(=[O:23])=[O:22])[CH3:20], predict the reaction product. The product is: [Br:2][C:3]1[CH:4]=[C:5]([C@H:9]([NH:11][S:21]([CH2:19][CH3:20])(=[O:23])=[O:22])[CH3:10])[CH:6]=[N:7][CH:8]=1.